Dataset: Forward reaction prediction with 1.9M reactions from USPTO patents (1976-2016). Task: Predict the product of the given reaction. Given the reactants CC(OI1(OC(C)=O)(OC(C)=O)OC(=O)C2C=CC=CC1=2)=O.[CH3:23][S:24]([N:27]1[CH2:32][CH2:31][CH2:30][CH2:29][CH:28]1[CH2:33][OH:34])(=[O:26])=[O:25], predict the reaction product. The product is: [CH3:23][S:24]([N:27]1[CH2:32][CH2:31][CH2:30][CH2:29][CH:28]1[CH:33]=[O:34])(=[O:26])=[O:25].